Dataset: Reaction yield outcomes from USPTO patents with 853,638 reactions. Task: Predict the reaction yield, written as a fraction of the theoretical maximum amount of product (1.0 means a 100% yield; for example, 0.34 means a 34% yield). (1) The reactants are B.C1COCC1.[C:7]([C:10]1[S:11][C:12]([C:26]([CH3:29])([CH3:28])[CH3:27])=[CH:13][C:14]=1[NH:15][C:16]([NH:18][C:19]1[CH:24]=[CH:23][C:22]([CH3:25])=[CH:21][CH:20]=1)=[O:17])(=O)[NH2:8].Cl. The catalyst is C1COCC1. The product is [NH2:8][CH2:7][C:10]1[S:11][C:12]([C:26]([CH3:29])([CH3:28])[CH3:27])=[CH:13][C:14]=1[NH:15][C:16]([NH:18][C:19]1[CH:24]=[CH:23][C:22]([CH3:25])=[CH:21][CH:20]=1)=[O:17]. The yield is 0.850. (2) The reactants are [OH:1][C:2]1[CH:11]=[C:10]2[C:5]([CH:6]=[C:7]([NH:12][C:13]([CH:15]3[CH2:17][CH2:16]3)=[O:14])[N:8]=[CH:9]2)=[CH:4][CH:3]=1.O1CCCC1.C[CH2:24][O:25][C:26]([C@@H:28](O)[CH3:29])=[O:27].C1(P(C2C=CC=CC=2)C2C=CC=CC=2)C=CC=CC=1.N(C(OCC)=O)=NC(OCC)=O. The catalyst is C(OCC)(=O)C. The product is [CH:15]1([C:13]([NH:12][C:7]2[N:8]=[CH:9][C:10]3[C:5]([CH:6]=2)=[CH:4][CH:3]=[C:2]([O:1][C@H:28]([CH3:29])[C:26]([O:25][CH3:24])=[O:27])[CH:11]=3)=[O:14])[CH2:16][CH2:17]1. The yield is 1.00.